Dataset: Forward reaction prediction with 1.9M reactions from USPTO patents (1976-2016). Task: Predict the product of the given reaction. (1) Given the reactants Cl[CH2:2][CH2:3][CH2:4][S:5]([N:8]1[CH2:13][CH2:12][CH:11]([C:14]2[C:22]3[C:17](=[C:18]([C:29]([NH2:31])=[O:30])[CH:19]=[C:20]([C:23]4[CH:28]=[CH:27][CH:26]=[CH:25][CH:24]=4)[CH:21]=3)[NH:16][CH:15]=2)[CH2:10][CH2:9]1)(=[O:7])=[O:6].[CH:32]1([CH2:36][OH:37])[CH2:35][CH2:34][CH2:33]1.C([O-])([O-])=O.[K+].[K+].[I-].[Na+], predict the reaction product. The product is: [CH:32]1([CH2:36][O:37][CH2:2][CH2:3][CH2:4][S:5]([N:8]2[CH2:13][CH2:12][CH:11]([C:14]3[C:22]4[C:17](=[C:18]([C:29]([NH2:31])=[O:30])[CH:19]=[C:20]([C:23]5[CH:28]=[CH:27][CH:26]=[CH:25][CH:24]=5)[CH:21]=4)[NH:16][CH:15]=3)[CH2:10][CH2:9]2)(=[O:7])=[O:6])[CH2:35][CH2:34][CH2:33]1. (2) Given the reactants [F:1][C:2]1[CH:3]=[CH:4][C:5]2[N:6]([C:8]([C:11]3[N:16]=[C:15]([NH:17][C@@H:18]4[CH2:23][CH2:22][CH2:21][N:20](C(OC(C)(C)C)=O)[CH2:19]4)[CH:14]=[C:13]([C:31]4[N:32]=[N:33][NH:34][N:35]=4)[N:12]=3)=[CH:9][N:10]=2)[CH:7]=1.FC(F)(F)C(O)=O, predict the reaction product. The product is: [F:1][C:2]1[CH:3]=[CH:4][C:5]2[N:6]([C:8]([C:11]3[N:16]=[C:15]([NH:17][C@@H:18]4[CH2:23][CH2:22][CH2:21][NH:20][CH2:19]4)[CH:14]=[C:13]([C:31]4[N:35]=[N:34][NH:33][N:32]=4)[N:12]=3)=[CH:9][N:10]=2)[CH:7]=1. (3) Given the reactants [NH3:1].C([NH:10]/[C:11](=[N:14]\[C:15]1[C:16]([C@@H:25]2[N:29]([C:30]([O:32][C:33]([CH3:36])([CH3:35])[CH3:34])=[O:31])[C@H:28]([CH2:37][O:38][Si:39]([C:42]([CH3:45])([CH3:44])[CH3:43])([CH3:41])[CH3:40])[C@H:27]3[O:46][C:47]([CH3:50])([CH3:49])[O:48][C@@H:26]23)=[CH:17][NH:18][C:19]=1[C:20]([O:22]CC)=O)/SC)(=O)C1C=CC=CC=1, predict the reaction product. The product is: [NH2:1][C:11]1[NH:10][C:20](=[O:22])[C:19]2[NH:18][CH:17]=[C:16]([C@@H:25]3[N:29]([C:30]([O:32][C:33]([CH3:36])([CH3:34])[CH3:35])=[O:31])[C@H:28]([CH2:37][O:38][Si:39]([C:42]([CH3:43])([CH3:44])[CH3:45])([CH3:41])[CH3:40])[C@H:27]4[O:46][C:47]([CH3:50])([CH3:49])[O:48][C@@H:26]34)[C:15]=2[N:14]=1.